From a dataset of Full USPTO retrosynthesis dataset with 1.9M reactions from patents (1976-2016). Predict the reactants needed to synthesize the given product. The reactants are: [C:1]([O:5][C:6]([N:8]1[CH2:11][CH:10]([C:12](O)=O)[CH2:9]1)=[O:7])([CH3:4])([CH3:3])[CH3:2].C1N=CN(C(N2C=NC=C2)=O)C=1.[NH2:27][C:28]1[CH:29]=[C:30]([CH:33]=[CH:34][C:35]=1[NH2:36])[C:31]#[N:32]. Given the product [C:1]([O:5][C:6]([N:8]1[CH2:11][CH:10]([C:12]2[NH:36][C:35]3[CH:34]=[CH:33][C:30]([C:31]#[N:32])=[CH:29][C:28]=3[N:27]=2)[CH2:9]1)=[O:7])([CH3:4])([CH3:3])[CH3:2], predict the reactants needed to synthesize it.